This data is from Full USPTO retrosynthesis dataset with 1.9M reactions from patents (1976-2016). The task is: Predict the reactants needed to synthesize the given product. (1) Given the product [NH2:14][C:15]1[N:20]=[C:19]([N:21]2[CH2:26][CH2:25][CH:24]([N:27]3[CH2:33][CH2:32][C:31]4[CH:34]=[C:35]([O:38][CH3:39])[CH:36]=[CH:37][C:30]=4[NH:29][C:28]3=[O:40])[CH2:23][CH2:22]2)[CH:18]=[C:17]([C:41]([C:43]2[CH:53]=[C:52]([CH3:54])[C:46]3[N:47]([CH3:51])[C:48](=[O:50])[O:49][C:45]=3[CH:44]=2)=[O:42])[CH:16]=1, predict the reactants needed to synthesize it. The reactants are: C(O)(C(F)(F)F)=O.C(OC(=O)[NH:14][C:15]1[N:20]=[C:19]([N:21]2[CH2:26][CH2:25][CH:24]([N:27]3[CH2:33][CH2:32][C:31]4[CH:34]=[C:35]([O:38][CH3:39])[CH:36]=[CH:37][C:30]=4[NH:29][C:28]3=[O:40])[CH2:23][CH2:22]2)[CH:18]=[C:17]([C:41]([C:43]2[CH:53]=[C:52]([CH3:54])[C:46]3[N:47]([CH3:51])[C:48](=[O:50])[O:49][C:45]=3[CH:44]=2)=[O:42])[CH:16]=1)(C)(C)C. (2) Given the product [C:1]([O:5][C:6]([NH:8][C@H:9]1[CH2:12][N:11]([C:16]2[S:17][C:18]([C:22]([O:24][CH2:25][CH3:26])=[O:23])=[C:19]([CH3:21])[N:20]=2)[C@H:10]1[CH2:13][CH3:14])=[O:7])([CH3:4])([CH3:3])[CH3:2], predict the reactants needed to synthesize it. The reactants are: [C:1]([O:5][C:6]([NH:8][C@H:9]1[CH2:12][NH:11][C@H:10]1[CH2:13][CH3:14])=[O:7])([CH3:4])([CH3:3])[CH3:2].Br[C:16]1[S:17][C:18]([C:22]([O:24][CH2:25][CH3:26])=[O:23])=[C:19]([CH3:21])[N:20]=1.C(N(C(C)C)CC)(C)C. (3) Given the product [Br:7][C:8]1[CH:15]=[CH:14][C:11]([CH:12]=[C:2]([CH3:5])[CH2:3][OH:16])=[CH:10][CH:9]=1, predict the reactants needed to synthesize it. The reactants are: C[C:2]([CH3:5])([O-])[CH3:3].[Na+].[Br:7][C:8]1[CH:15]=[CH:14][C:11]([CH:12]=O)=[CH:10][CH:9]=1.[OH2:16]. (4) Given the product [NH2:1][C:2]1[CH:9]=[CH:8][C:5]([C:6]#[N:7])=[CH:4][C:3]=1[I:10], predict the reactants needed to synthesize it. The reactants are: [NH2:1][C:2]1[CH:9]=[CH:8][C:5]([C:6]#[N:7])=[CH:4][CH:3]=1.[I:10]N1C(=O)CCC1=O.